From a dataset of Catalyst prediction with 721,799 reactions and 888 catalyst types from USPTO. Predict which catalyst facilitates the given reaction. (1) Reactant: Cl.Cl.[CH3:3][NH:4][NH:5][CH3:6].C(=O)([O-])[O-].[K+].[K+].[Br:13][C:14]1[CH:15]=[C:16]([C:26]2[O:31][C:30](=[O:32])[C:29]3[CH:33]=[C:34]([Cl:38])[CH:35]=[C:36]([CH3:37])[C:28]=3[N:27]=2)[N:17]([C:19]2[C:24]([Cl:25])=[CH:23][CH:22]=[CH:21][N:20]=2)[CH:18]=1. Product: [Br:13][C:14]1[CH:15]=[C:16]([C:26]([NH:27][C:28]2[C:36]([CH3:37])=[CH:35][C:34]([Cl:38])=[CH:33][C:29]=2[C:30]([N:4]([CH3:3])[NH:5][CH3:6])=[O:32])=[O:31])[N:17]([C:19]2[C:24]([Cl:25])=[CH:23][CH:22]=[CH:21][N:20]=2)[CH:18]=1. The catalyst class is: 145. (2) The catalyst class is: 19. Product: [CH3:1][N:2]1[CH2:3][C@H:4]2[N:10]([C:11]([O:13][C:14]([CH3:17])([CH3:16])[CH3:15])=[O:12])[C@H:8]([CH2:7][CH:6]([C:18]([O:20][CH3:21])=[O:19])[CH2:5]2)[CH2:9]1. Reactant: [CH3:1][N:2]1[CH2:9][C@H:8]2[N:10]([C:11]([O:13][C:14]([CH3:17])([CH3:16])[CH3:15])=[O:12])[C@H:4]([CH2:5][C:6]([C:18]([O:20][CH3:21])=[O:19])=[CH:7]2)[CH2:3]1.[H][H]. (3) Product: [Br-:13].[CH2:11]([N+:2]1[CH:1]=[C:9]2[N:4]([C:5](=[O:10])[NH:6][CH2:7][CH2:8]2)[CH:3]=1)[CH3:12]. Reactant: [CH:1]1[N:2]=[CH:3][N:4]2[C:9]=1[CH2:8][CH2:7][NH:6][C:5]2=[O:10].[CH2:11]([Br:13])[CH3:12]. The catalyst class is: 10. (4) Reactant: [C:1]([O:5][C:6](=[O:19])[NH:7][C@H:8]1[CH2:13][CH2:12][C@H:11]([O:14][CH2:15][C:16](=O)[NH2:17])[CH2:10][CH2:9]1)([CH3:4])([CH3:3])[CH3:2].C(N(CC)CC)C.ClC(Cl)(Cl)C(Cl)=O. Product: [C:1]([O:5][C:6](=[O:19])[NH:7][C@H:8]1[CH2:13][CH2:12][C@H:11]([O:14][CH2:15][C:16]#[N:17])[CH2:10][CH2:9]1)([CH3:4])([CH3:2])[CH3:3]. The catalyst class is: 34. (5) Reactant: C([O:3][C:4]([C:6]1[C:7]([C:12]2[CH:17]=[CH:16][C:15]([F:18])=[CH:14][CH:13]=2)=[N:8][O:9][C:10]=1[CH3:11])=O)C.[H-].[Al+3].[Li+].[H-].[H-].[H-].O.[OH-].[Na+]. Product: [F:18][C:15]1[CH:14]=[CH:13][C:12]([C:7]2[C:6]([CH2:4][OH:3])=[C:10]([CH3:11])[O:9][N:8]=2)=[CH:17][CH:16]=1. The catalyst class is: 1. (6) Reactant: [F:1][C:2]1[CH:3]=[C:4]([N:9]2[CH2:14][CH2:13][CH2:12][N:11]3[N:15]=[C:16]([NH2:18])[N:17]=[C:10]23)[CH:5]=[CH:6][C:7]=1[F:8].Br[C:20]1[CH:25]=[CH:24][C:23]([N:26]2[CH:30]=[C:29]([CH3:31])[N:28]=[CH:27]2)=[C:22]([O:32][CH3:33])[CH:21]=1.C(Cl)Cl. Product: [F:1][C:2]1[CH:3]=[C:4]([N:9]2[CH2:14][CH2:13][CH2:12][N:11]3[N:15]=[C:16]([NH:18][C:20]4[CH:25]=[CH:24][C:23]([N:26]5[CH:30]=[C:29]([CH3:31])[N:28]=[CH:27]5)=[C:22]([O:32][CH3:33])[CH:21]=4)[N:17]=[C:10]23)[CH:5]=[CH:6][C:7]=1[F:8]. The catalyst class is: 61. (7) Reactant: Br[CH2:2][C:3]([C:5]1[CH:6]=[N:7][N:8]([C:11]2[CH:16]=[CH:15][CH:14]=[CH:13][CH:12]=2)[C:9]=1[CH3:10])=[O:4].[CH3:17][O:18][C:19](=[O:28])[C:20]1[CH:25]=[CH:24][C:23]([CH3:26])=[C:22]([NH2:27])[CH:21]=1. Product: [CH3:17][O:18][C:19](=[O:28])[C:20]1[CH:25]=[CH:24][C:23]([CH3:26])=[C:22]([NH:27][CH2:2][C:3]([C:5]2[CH:6]=[N:7][N:8]([C:11]3[CH:16]=[CH:15][CH:14]=[CH:13][CH:12]=3)[C:9]=2[CH3:10])=[O:4])[CH:21]=1. The catalyst class is: 14.